Dataset: Catalyst prediction with 721,799 reactions and 888 catalyst types from USPTO. Task: Predict which catalyst facilitates the given reaction. (1) Reactant: S(O)(O)(=O)=[O:2].[NH2:6][C:7]1[NH:8][CH:9]=[CH:10][N:11]=1.N#N.CC[N:16]([CH:20](C)C)C(C)C.NC[CH2:25][C:26]1[CH:27]=[CH:28][C:29]([CH2:34][N:35]([CH2:46][C:47]2[C:52]([CH3:53])=[CH:51][C:50]([CH3:54])=[CH:49][N:48]=2)[CH:36]2[C:45]3[C:40](=[CH:41][CH:42]=[CH:43][CH:44]=3)[CH2:39][CH2:38][CH2:37]2)=[C:30]([CH2:32][OH:33])[CH:31]=1. Product: [CH3:53][C:52]1[C:47]([CH2:46][N:35]([CH2:34][C:29]2[CH:28]=[CH:27][C:26]([CH2:25][NH:16][C:20]([NH:6][C:7]3[NH:8][CH:9]=[CH:10][N:11]=3)=[O:2])=[CH:31][C:30]=2[CH2:32][OH:33])[CH:36]2[C:45]3[C:40](=[CH:41][CH:42]=[CH:43][CH:44]=3)[CH2:39][CH2:38][CH2:37]2)=[N:48][CH:49]=[C:50]([CH3:54])[CH:51]=1. The catalyst class is: 2. (2) Reactant: [F:1][C:2]1[CH:7]=[CH:6][C:5]([NH:8][C:9](=[O:14])[CH:10]=[C:11]([CH3:13])[CH3:12])=[C:4]([CH2:15][CH2:16][N:17]2[CH2:22][CH2:21][N:20]([C:23]3[C:27]4[CH:28]=[C:29]([F:32])[CH:30]=[CH:31][C:26]=4[S:25][N:24]=3)[CH2:19][CH2:18]2)[CH:3]=1.CS(O)(=O)=O.C(N)(=O)C.[Cl-].[Al+3].[Cl-].[Cl-].[OH-].[Na+]. Product: [F:1][C:2]1[CH:7]=[C:6]2[C:5](=[C:4]([CH2:15][CH2:16][N:17]3[CH2:18][CH2:19][N:20]([C:23]4[C:27]5[CH:28]=[C:29]([F:32])[CH:30]=[CH:31][C:26]=5[S:25][N:24]=4)[CH2:21][CH2:22]3)[CH:3]=1)[NH:8][C:9](=[O:14])[CH2:10][C:11]2([CH3:12])[CH3:13]. The catalyst class is: 2. (3) Reactant: C1(C)C=CC(S(Cl)(=O)=O)=CC=1.[CH2:12]([C:16]1[N:17]([CH2:30][CH2:31][CH2:32][NH:33][C:34](=[O:40])[O:35][C:36]([CH3:39])([CH3:38])[CH3:37])[C:18]2[C:27]3[CH:26]=[CH:25][CH:24]=[CH:23][C:22]=3[N+:21]([O-])=[CH:20][C:19]=2[N:29]=1)[CH2:13][CH2:14][CH3:15].[OH-].[NH4+:42]. Product: [NH2:42][C:20]1[C:19]2[N:29]=[C:16]([CH2:12][CH2:13][CH2:14][CH3:15])[N:17]([CH2:30][CH2:31][CH2:32][NH:33][C:34](=[O:40])[O:35][C:36]([CH3:39])([CH3:38])[CH3:37])[C:18]=2[C:27]2[CH:26]=[CH:25][CH:24]=[CH:23][C:22]=2[N:21]=1. The catalyst class is: 2. (4) Reactant: C([NH:4][C:5]([C:8]1[CH:9]=[C:10]([CH:14]=[C:15]([C:17]([F:20])([F:19])[F:18])[CH:16]=1)[C:11]([OH:13])=[O:12])([CH3:7])[CH3:6])(=O)C.C(O)CO.[OH-].[K+]. Product: [NH2:4][C:5]([C:8]1[CH:9]=[C:10]([CH:14]=[C:15]([C:17]([F:18])([F:19])[F:20])[CH:16]=1)[C:11]([OH:13])=[O:12])([CH3:7])[CH3:6]. The catalyst class is: 6.